Dataset: Forward reaction prediction with 1.9M reactions from USPTO patents (1976-2016). Task: Predict the product of the given reaction. (1) Given the reactants C([O:8][C:9]1[C:14]([C:15]([C:17]2[CH:22]=[CH:21][CH:20]=[CH:19][N:18]=2)=[CH2:16])=[CH:13][CH:12]=[CH:11][C:10]=1[C:23]1[CH:28]=[CH:27][CH:26]=[CH:25][CH:24]=1)C1C=CC=CC=1, predict the reaction product. The product is: [N:18]1[CH:19]=[CH:20][CH:21]=[CH:22][C:17]=1[CH:15]([C:14]1[CH:13]=[CH:12][CH:11]=[C:10]([C:23]2[CH:24]=[CH:25][CH:26]=[CH:27][CH:28]=2)[C:9]=1[OH:8])[CH3:16]. (2) Given the reactants [CH:1]1([NH:4][C:5](=[O:35])[C:6]2[CH:11]=[CH:10][C:9]([CH3:12])=[C:8]([N:13]3[CH:18]=[CH:17][N:16]=[C:15]([NH:19][C:20]([CH3:33])([C:22]4[CH:27]=[CH:26][CH:25]=[CH:24][C:23]=4[O:28][CH2:29][CH2:30][NH:31][CH3:32])[CH3:21])[C:14]3=[O:34])[CH:7]=2)[CH2:3][CH2:2]1.[C:36]1([CH3:46])[CH:41]=[CH:40][C:39]([S:42]([OH:45])(=[O:44])=[O:43])=[CH:38][CH:37]=1, predict the reaction product. The product is: [S:42]([C:39]1[CH:40]=[CH:41][C:36]([CH3:46])=[CH:37][CH:38]=1)([OH:45])(=[O:44])=[O:43].[CH:1]1([NH:4][C:5](=[O:35])[C:6]2[CH:11]=[CH:10][C:9]([CH3:12])=[C:8]([N:13]3[CH:18]=[CH:17][N:16]=[C:15]([NH:19][C:20]([CH3:33])([C:22]4[CH:27]=[CH:26][CH:25]=[CH:24][C:23]=4[O:28][CH2:29][CH2:30][NH:31][CH3:32])[CH3:21])[C:14]3=[O:34])[CH:7]=2)[CH2:3][CH2:2]1. (3) Given the reactants [C:1](=[O:12])([O:7][C:8]([CH3:11])([CH3:10])[CH3:9])OC(C)(C)C.[NH2:13][C:14]1[CH:19]=[CH:18][CH:17]=[CH:16][N:15]=1, predict the reaction product. The product is: [C:8]([O:7][C:1](=[O:12])[NH:13][C:14]1[CH:19]=[CH:18][CH:17]=[CH:16][N:15]=1)([CH3:9])([CH3:10])[CH3:11]. (4) Given the reactants Cl.C(C1C=CC(C(N)=O)=CC=1)CCCCCCC.[NH2:19][C:20]1[N:21]([C:32]([O:34][C:35]([CH3:38])([CH3:37])[CH3:36])=[O:33])[CH:22]=[C:23]([CH2:25][CH2:26][CH2:27][CH2:28][CH2:29][C:30]#[CH:31])[N:24]=1.[N:39]([CH2:42][CH2:43][NH:44][C:45](=[O:60])[C:46]1[CH:51]=[CH:50][C:49]([CH2:52][CH2:53][CH2:54][CH2:55][CH2:56][CH2:57][CH2:58][CH3:59])=[CH:48][CH:47]=1)=[N+:40]=[N-:41], predict the reaction product. The product is: [NH2:19][C:20]1[N:21]([C:32]([O:34][C:35]([CH3:38])([CH3:37])[CH3:36])=[O:33])[CH:22]=[C:23]([CH2:25][CH2:26][CH2:27][CH2:28][CH2:29][C:30]2[N:41]=[N:40][N:39]([CH2:42][CH2:43][NH:44][C:45](=[O:60])[C:46]3[CH:51]=[CH:50][C:49]([CH2:52][CH2:53][CH2:54][CH2:55][CH2:56][CH2:57][CH2:58][CH3:59])=[CH:48][CH:47]=3)[CH:31]=2)[N:24]=1. (5) Given the reactants [Cl:1][C:2]1[C:3]([CH3:30])=[C:4]([CH:28]=[CH2:29])[C:5]([O:26][CH3:27])=[C:6]([CH:8]([NH:10][C:11]2[N:19]=[CH:18][N:17]=[C:16]3[C:12]=2[N:13]=[CH:14][N:15]3[CH:20]2[CH2:25][CH2:24][CH2:23][CH2:22][O:21]2)[CH3:9])[CH:7]=1.ClC1C=CC=C(C(OO)=[O:39])C=1, predict the reaction product. The product is: [Cl:1][C:2]1[C:3]([CH3:30])=[C:4]([CH:28]2[CH2:29][O:39]2)[C:5]([O:26][CH3:27])=[C:6]([CH:8]([NH:10][C:11]2[N:19]=[CH:18][N:17]=[C:16]3[C:12]=2[N:13]=[CH:14][N:15]3[CH:20]2[CH2:25][CH2:24][CH2:23][CH2:22][O:21]2)[CH3:9])[CH:7]=1. (6) Given the reactants C([O:3][C:4](=[O:28])[C:5]([CH3:27])([O:7][C:8]1[CH:13]=[CH:12][CH:11]=[C:10]([NH:14][CH2:15][CH2:16][C:17]2[CH:22]=[CH:21][C:20]([C:23]([F:26])([F:25])[F:24])=[CH:19][CH:18]=2)[CH:9]=1)[CH3:6])C.[Li+].[OH-], predict the reaction product. The product is: [CH3:27][C:5]([O:7][C:8]1[CH:13]=[CH:12][CH:11]=[C:10]([NH:14][CH2:15][CH2:16][C:17]2[CH:18]=[CH:19][C:20]([C:23]([F:24])([F:26])[F:25])=[CH:21][CH:22]=2)[CH:9]=1)([CH3:6])[C:4]([OH:28])=[O:3].